Dataset: Full USPTO retrosynthesis dataset with 1.9M reactions from patents (1976-2016). Task: Predict the reactants needed to synthesize the given product. (1) Given the product [CH3:4][O:3][C:1](=[O:5])[NH:2][C:11]1[CH:12]=[CH:13][N:14]=[C:9]([Cl:8])[N:10]=1, predict the reactants needed to synthesize it. The reactants are: [C:1](=[O:5])([O:3][CH3:4])[NH2:2].[H-].[Na+].[Cl:8][C:9]1[N:14]=[C:13](Cl)[CH:12]=[CH:11][N:10]=1.O. (2) Given the product [CH2:3]([O:5][C:6]([C:8]1[N:9]=[CH:10][N:11]([C:13]2[CH:18]=[CH:17][CH:16]=[C:15]([CH2:19][O:20][CH2:27][C:22]3[CH:23]=[CH:24][CH:25]=[CH:26][N:21]=3)[CH:14]=2)[CH:12]=1)=[O:7])[CH3:4], predict the reactants needed to synthesize it. The reactants are: [H-].[Na+].[CH2:3]([O:5][C:6]([C:8]1[N:9]=[CH:10][N:11]([C:13]2[CH:18]=[CH:17][CH:16]=[C:15]([CH2:19][OH:20])[CH:14]=2)[CH:12]=1)=[O:7])[CH3:4].[N:21]1[CH:26]=[CH:25][CH:24]=[CH:23][C:22]=1[CH2:27]OS(C)(=O)=O. (3) Given the product [Br:21][C:19]1[CH:18]=[CH:17][C:16]([Cl:22])=[C:15]([CH:10]2[CH2:9][C:8]([CH3:24])([CH3:23])[C:7]3[C:12](=[CH:13][CH:14]=[C:5]([C:3]([OH:4])=[O:2])[CH:6]=3)[NH:11]2)[CH:20]=1, predict the reactants needed to synthesize it. The reactants are: C[O:2][C:3]([C:5]1[CH:6]=[C:7]2[C:12](=[CH:13][CH:14]=1)[NH:11][CH:10]([C:15]1[CH:20]=[C:19]([Br:21])[CH:18]=[CH:17][C:16]=1[Cl:22])[CH2:9][C:8]2([CH3:24])[CH3:23])=[O:4].[OH-].[Na+].Cl. (4) Given the product [CH2:1]([O:8][C:9]([N:11]1[CH2:17][CH2:16][C:13]2([CH2:15][CH2:14]2)[CH2:12]1)=[O:10])[C:2]1[CH:3]=[CH:4][CH:5]=[CH:6][CH:7]=1, predict the reactants needed to synthesize it. The reactants are: [CH2:1]([O:8][C:9]([N:11]1[CH:17](C(O)=O)[CH2:16][C:13]2([CH2:15][CH2:14]2)[CH2:12]1)=[O:10])[C:2]1[CH:7]=[CH:6][CH:5]=[CH:4][CH:3]=1.[Li+].[OH-].Cl.Cl.NCC(C1C=CC(Br)=CC=1)=O.CN(C(ON1N=NC2C=CC=NC1=2)=[N+](C)C)C.F[P-](F)(F)(F)(F)F.CCN(C(C)C)C(C)C. (5) Given the product [CH:1]1[C:10]2[C:5](=[CH:6][CH:7]=[CH:8][CH:9]=2)[CH:4]=[CH:3][C:2]=1[C:15]1[CH:16]=[C:17]([NH2:18])[CH:19]=[CH:20][CH:21]=1, predict the reactants needed to synthesize it. The reactants are: [CH:1]1[C:10]2[C:5](=[CH:6][CH:7]=[CH:8][CH:9]=2)[CH:4]=[CH:3][C:2]=1B(O)O.Br[C:15]1[CH:16]=[C:17]([CH:19]=[CH:20][CH:21]=1)[NH2:18].C([O-])([O-])=O.[Na+].[Na+]. (6) Given the product [CH3:15][C:9]1[CH:10]=[C:11]([CH3:14])[CH:12]=[CH:13][C:8]=1[C:5]1[CH:6]=[CH:7][C:2](=[S:18])[NH:3][N:4]=1, predict the reactants needed to synthesize it. The reactants are: Cl[C:2]1[N:3]=[N:4][C:5]([C:8]2[CH:13]=[CH:12][C:11]([CH3:14])=[CH:10][C:9]=2[CH3:15])=[CH:6][CH:7]=1.NC(N)=[S:18].C([O-])([O-])=O.[Na+].[Na+]. (7) The reactants are: [CH3:1][O:2][C:3]1[CH:8]=[CH:7][C:6]([NH:9][C:10]([C:12]2[CH:17]=[CH:16][C:15]([C:18]3[CH:23]=[CH:22][CH:21]=[CH:20][CH:19]=3)=[CH:14][CH:13]=2)=[O:11])=[CH:5][C:4]=1[NH:24][C:25](=[O:35])[CH2:26][N:27]1[CH2:33][CH:32]2[O:34][CH:29](C[CH2:31]2)[CH2:28]1.Cl[CH2:37]C(NC1C=C(NC(C2C=CC(C3C=CC=CC=3)=CC=2)=O)C=CC=1OC)=O.CC1(C)OCCNC1.C(N(CC)CC)C. Given the product [CH3:31][C:32]1([CH3:37])[O:34][CH2:29][CH2:28][N:27]([CH2:26][C:25]([NH:24][C:4]2[CH:5]=[C:6]([NH:9][C:10]([C:12]3[CH:17]=[CH:16][C:15]([C:18]4[CH:19]=[CH:20][CH:21]=[CH:22][CH:23]=4)=[CH:14][CH:13]=3)=[O:11])[CH:7]=[CH:8][C:3]=2[O:2][CH3:1])=[O:35])[CH2:33]1, predict the reactants needed to synthesize it. (8) Given the product [CH3:9][O:10][C:11]1[CH:28]=[CH:27][C:14]([CH2:15][N:16]2[C:24]3[C:19](=[CH:20][CH:21]=[C:3]([C@H:2]([OH:5])[CH2:4][OH:37])[CH:23]=3)[CH:18]=[N:17]2)=[CH:13][CH:12]=1, predict the reactants needed to synthesize it. The reactants are: C[C:2]([OH:5])([CH3:4])[CH3:3].C(#N)C.[CH3:9][O:10][C:11]1[CH:28]=[CH:27][C:14]([CH2:15][N:16]2[C:24]3[C:19](=[CH:20][CH:21]=C(C=C)[CH:23]=3)[CH:18]=[N:17]2)=[CH:13][CH:12]=1.CCCCCC.CC[O:37]CC. (9) The reactants are: Br[C:2]1[C:3]([N:22]2[CH2:26][CH2:25][C@H:24]([CH2:27][OH:28])[CH2:23]2)=[N:4][CH:5]=[C:6]([CH:21]=1)[C:7]([NH:9][C:10]1[CH:15]=[CH:14][C:13]([O:16][C:17]([F:20])([F:19])[F:18])=[CH:12][CH:11]=1)=[O:8].[F:29][C:30]1[CH:31]=[C:32](B(O)O)[CH:33]=[N:34][CH:35]=1.C([O-])([O-])=O.[Na+].[Na+]. Given the product [F:29][C:30]1[CH:31]=[C:32]([C:2]2[C:3]([N:22]3[CH2:26][CH2:25][C@H:24]([CH2:27][OH:28])[CH2:23]3)=[N:4][CH:5]=[C:6]([C:7]([NH:9][C:10]3[CH:15]=[CH:14][C:13]([O:16][C:17]([F:20])([F:18])[F:19])=[CH:12][CH:11]=3)=[O:8])[CH:21]=2)[CH:33]=[N:34][CH:35]=1, predict the reactants needed to synthesize it. (10) Given the product [CH2:1]([N:5]1[C:13]2[C:8](=[CH:9][CH:10]=[C:11]([C:14]([NH:51][C@@H:52]([CH2:66][C:67]3[CH:68]=[C:69]([F:74])[CH:70]=[C:71]([F:73])[CH:72]=3)[C@H:53]([OH:65])[CH2:54][NH:55][CH2:56][C:57]3[CH:62]=[CH:61][CH:60]=[C:59]([CH2:63][CH3:64])[CH:58]=3)=[O:16])[CH:12]=2)[CH:7]=[CH:6]1)[CH2:2][CH2:3][CH3:4], predict the reactants needed to synthesize it. The reactants are: [CH2:1]([N:5]1[C:13]2[C:8](=[CH:9][CH:10]=[C:11]([C:14]([OH:16])=O)[CH:12]=2)[CH:7]=[CH:6]1)[CH2:2][CH2:3][CH3:4].C1C=CC2N(O)N=NC=2C=1.CN(C(ON1N=NC2C=CC=NC1=2)=[N+](C)C)C.F[P-](F)(F)(F)(F)F.[NH2:51][C@@H:52]([CH2:66][C:67]1[CH:72]=[C:71]([F:73])[CH:70]=[C:69]([F:74])[CH:68]=1)[C@H:53]([OH:65])[CH2:54][NH:55][CH2:56][C:57]1[CH:62]=[CH:61][CH:60]=[C:59]([CH2:63][CH3:64])[CH:58]=1.